From a dataset of Merck oncology drug combination screen with 23,052 pairs across 39 cell lines. Regression. Given two drug SMILES strings and cell line genomic features, predict the synergy score measuring deviation from expected non-interaction effect. Drug 1: COc1cccc2c1C(=O)c1c(O)c3c(c(O)c1C2=O)CC(O)(C(=O)CO)CC3OC1CC(N)C(O)C(C)O1. Synergy scores: synergy=30.6. Cell line: HT144. Drug 2: Cn1c(=O)n(-c2ccc(C(C)(C)C#N)cc2)c2c3cc(-c4cnc5ccccc5c4)ccc3ncc21.